Dataset: Catalyst prediction with 721,799 reactions and 888 catalyst types from USPTO. Task: Predict which catalyst facilitates the given reaction. (1) Reactant: [C:1]([C:4]1[CH:11]=[CH:10][C:7]([CH:8]=O)=[CH:6][CH:5]=1)([OH:3])=[O:2].[CH2:12]([Mg]Cl)[C:13]([CH3:16])([CH3:15])[CH3:14]. Product: [CH3:12][C:13]([CH3:16])([CH3:15])/[CH:14]=[CH:8]/[C:7]1[CH:10]=[CH:11][C:4]([C:1]([OH:3])=[O:2])=[CH:5][CH:6]=1. The catalyst class is: 134. (2) Reactant: [CH2:1]([N:5]([CH3:24])[C:6]([C:8]1[CH:9]=[C:10]([C:21](O)=[O:22])[CH:11]=[C:12]([C:14]2[CH:19]=[CH:18][C:17]([CH3:20])=[CH:16][CH:15]=2)[CH:13]=1)=[O:7])[CH:2]([CH3:4])[CH3:3].Cl.CN(C)CCCN=C=NCC.O.ON1C2C=CC=CC=2N=N1.[CH3:48][C:49]1[N:54]=[CH:53][C:52]([CH2:55][NH2:56])=[CH:51][N:50]=1.C(N(CC)C(C)C)(C)C. Product: [CH2:1]([N:5]([CH3:24])[C:6]([C:8]1[CH:13]=[C:12]([C:14]2[CH:19]=[CH:18][C:17]([CH3:20])=[CH:16][CH:15]=2)[CH:11]=[C:10]([C:21]([NH:56][CH2:55][C:52]2[CH:51]=[N:50][C:49]([CH3:48])=[N:54][CH:53]=2)=[O:22])[CH:9]=1)=[O:7])[CH:2]([CH3:4])[CH3:3]. The catalyst class is: 2. (3) Product: [CH3:24][C:25]1([CH3:41])[C:33]2[C:28](=[CH:29][CH:30]=[CH:31][CH:32]=2)[CH:27]([N:34]2[C:38]([CH:39]=[CH2:2])=[CH:37][N:36]=[CH:35]2)[CH2:26]1. Reactant: [Br-].[CH3:2][P+](C1C=CC=CC=1)(C1C=CC=CC=1)C1C=CC=CC=1.[NH2-].[Na+].[CH3:24][C:25]1([CH3:41])[C:33]2[C:28](=[CH:29][CH:30]=[CH:31][CH:32]=2)[CH:27]([N:34]2[C:38]([CH:39]=O)=[CH:37][N:36]=[CH:35]2)[CH2:26]1. The catalyst class is: 1. (4) Reactant: Br[C:2]1[CH:11]=[C:10]2[C:5]([CH:6]=[CH:7][C:8](=[O:12])[NH:9]2)=[CH:4][CH:3]=1.[Cu][C:14]#[N:15].C(ON(OC(=O)C)CCN(OC(=O)C)OC(=O)C)(=O)C. Product: [O:12]=[C:8]1[CH:7]=[CH:6][C:5]2[C:10](=[CH:11][C:2]([C:14]#[N:15])=[CH:3][CH:4]=2)[NH:9]1. The catalyst class is: 60. (5) Product: [ClH:1].[ClH:1].[CH2:32]([O:31][C:9]1[C:8]([NH:87][CH2:86][C:85]([O:84][CH3:83])=[O:88])=[C:17]2[C:12]([C:13]([CH2:18][C:19]3[CH:20]=[C:21]([O:29][CH3:30])[C:22]([O:27][CH3:28])=[C:23]([O:25][CH3:26])[CH:24]=3)=[CH:14][N:15]=[CH:16]2)=[CH:11][CH:10]=1)[CH3:33]. The catalyst class is: 318. Reactant: [ClH:1].FC(F)(F)S(O[C:8]1[C:9]([O:31][CH2:32][CH3:33])=[CH:10][CH:11]=[C:12]2[C:17]=1[CH:16]=[N:15][CH:14]=[C:13]2[CH2:18][C:19]1[CH:24]=[C:23]([O:25][CH3:26])[C:22]([O:27][CH3:28])=[C:21]([O:29][CH3:30])[CH:20]=1)(=O)=O.C1C=CC(P(C2C(C3C(P(C4C=CC=CC=4)C4C=CC=CC=4)=CC=C4C=3C=CC=C4)=C3C(C=CC=C3)=CC=2)C2C=CC=CC=2)=CC=1.Cl.[CH3:83][O:84][C:85](=[O:88])[CH2:86][NH2:87].C([O-])([O-])=O.[Cs+].[Cs+]. (6) Reactant: Cl.[CH2:2]([N:9]1[C@H:14]([C:15]([OH:17])=O)[CH2:13][CH2:12][CH2:11][C@@H:10]1[C:18]([OH:20])=O)[C:3]1[CH:8]=[CH:7][CH:6]=[CH:5][CH:4]=1.[F:21][C:22]([F:32])([F:31])[O:23][C:24]1[CH:30]=[CH:29][C:27]([NH2:28])=[CH:26][CH:25]=1.C(=O)=O. Product: [CH2:2]([N:9]1[CH:10]2[CH2:11][CH2:12][CH2:13][CH:14]1[C:15](=[O:17])[N:28]([C:27]1[CH:29]=[CH:30][C:24]([O:23][C:22]([F:21])([F:31])[F:32])=[CH:25][CH:26]=1)[C:18]2=[O:20])[C:3]1[CH:4]=[CH:5][CH:6]=[CH:7][CH:8]=1. The catalyst class is: 12. (7) Reactant: C(OC([N:8]1[CH2:13][CH2:12][N:11]([C:14]2[C:19]([O:20][CH2:21][CH2:22][O:23][C:24]3[CH:29]=[CH:28][CH:27]=[C:26]([CH2:30][N:31]4[CH2:36][CH2:35][O:34][CH2:33][CH2:32]4)[CH:25]=3)=[N:18][CH:17]=[CH:16][N:15]=2)[CH2:10][CH2:9]1)=O)(C)(C)C.Cl. Product: [N:11]1([C:14]2[C:19]([O:20][CH2:21][CH2:22][O:23][C:24]3[CH:29]=[CH:28][CH:27]=[C:26]([CH2:30][N:31]4[CH2:36][CH2:35][O:34][CH2:33][CH2:32]4)[CH:25]=3)=[N:18][CH:17]=[CH:16][N:15]=2)[CH2:12][CH2:13][NH:8][CH2:9][CH2:10]1. The catalyst class is: 28.